From a dataset of Reaction yield outcomes from USPTO patents with 853,638 reactions. Predict the reaction yield, written as a fraction of the theoretical maximum amount of product (1.0 means a 100% yield; for example, 0.34 means a 34% yield). (1) The reactants are [CH:1]1([N:7]2[CH2:11][CH2:10][CH:9]([CH2:12][C:13]3[CH:18]=[CH:17][CH:16]=[CH:15][C:14]=3[N+:19]([O-])=O)[C:8]2=[O:22])[CH2:6][CH2:5][CH2:4][CH2:3][CH2:2]1.O. The catalyst is [C].[Pd].C(O)C. The product is [NH2:19][C:14]1[CH:15]=[CH:16][CH:17]=[CH:18][C:13]=1[CH2:12][CH:9]1[CH2:10][CH2:11][N:7]([CH:1]2[CH2:2][CH2:3][CH2:4][CH2:5][CH2:6]2)[C:8]1=[O:22]. The yield is 0.600. (2) The reactants are C([O:3][C:4]([C:6]1[C:7]([C:12]2[CH:17]=[CH:16][C:15]([CH3:18])=[CH:14][CH:13]=2)=[N:8][O:9][C:10]=1[CH3:11])=O)C.C(OC(C1C(C2C=C(C)C=CC=2)=NOC=1C)=O)C. No catalyst specified. The product is [CH3:11][C:10]1[O:9][N:8]=[C:7]([C:12]2[CH:17]=[CH:16][C:15]([CH3:18])=[CH:14][CH:13]=2)[C:6]=1[CH2:4][OH:3]. The yield is 0.380. (3) The reactants are [C:1]([Br:5])(Br)(Br)[Br:2].C1C=CC(P(C2C=CC=CC=2)C2C=CC=CC=2)=CC=1.[C:25]([O:29][C:30]([N:32]1[CH2:37][CH2:36][CH2:35][CH:34]([CH:38]=O)[CH2:33]1)=[O:31])([CH3:28])([CH3:27])[CH3:26]. The catalyst is C(Cl)Cl. The product is [C:25]([O:29][C:30]([N:32]1[CH2:37][CH2:36][CH2:35][CH:34]([CH:38]=[C:1]([Br:5])[Br:2])[CH2:33]1)=[O:31])([CH3:28])([CH3:26])[CH3:27]. The yield is 0.0900. (4) The product is [CH2:1]([C@H:8]([NH:29][C:30](=[O:40])[O:31][C@@H:32]1[C@H:39]2[C@H:35]([O:36][CH2:37][CH2:38]2)[O:34][CH2:33]1)[C@@H:9]([OH:28])[CH:10]([NH:17][S:18]([C:21]1[CH:26]=[CH:25][C:24]([O:27][CH:42]([CH3:44])[CH3:43])=[CH:23][CH:22]=1)(=[O:20])=[O:19])[O:11][CH:12]1[CH2:13][CH2:14][CH2:15][CH2:16]1)[C:2]1[CH:7]=[CH:6][CH:5]=[CH:4][CH:3]=1. The yield is 0.760. The reactants are [CH2:1]([C@H:8]([NH:29][C:30](=[O:40])[O:31][C@@H:32]1[C@H:39]2[C@H:35]([O:36][CH2:37][CH2:38]2)[O:34][CH2:33]1)[C@@H:9]([OH:28])[CH:10]([NH:17][S:18]([C:21]1[CH:26]=[CH:25][C:24]([OH:27])=[CH:23][CH:22]=1)(=[O:20])=[O:19])[O:11][CH:12]1[CH2:16][CH2:15][CH2:14][CH2:13]1)[C:2]1[CH:7]=[CH:6][CH:5]=[CH:4][CH:3]=1.Br[CH:42]([CH3:44])[CH3:43].C(=O)([O-])[O-].[K+].[K+]. The catalyst is [I-].C([N+](CCCC)(CCCC)CCCC)CCC.CN(C=O)C. (5) The reactants are Br[C:2]1[CH:3]=[C:4]2[C:8](=[N:9][CH:10]=1)[NH:7][C:6](=[O:11])[CH2:5]2.[C:12]1(B(O)O)[CH:17]=[CH:16][CH:15]=[CH:14][CH:13]=1.C(=O)([O-])[O-].[Na+].[Na+].[Cl-].[Li+]. The catalyst is C1(C)C=CC=CC=1.C(O)C.C(Cl)(Cl)Cl.Cl[Pd](Cl)([P](C1C=CC=CC=1)(C1C=CC=CC=1)C1C=CC=CC=1)[P](C1C=CC=CC=1)(C1C=CC=CC=1)C1C=CC=CC=1.C(OCC)C. The product is [C:12]1([C:2]2[CH:3]=[C:4]3[C:8](=[N:9][CH:10]=2)[NH:7][C:6](=[O:11])[CH2:5]3)[CH:17]=[CH:16][CH:15]=[CH:14][CH:13]=1. The yield is 0.514. (6) The reactants are Cl[C:2]1[C:9]([O:10][CH2:11][O:12][CH3:13])=[CH:8][C:5]([C:6]#[N:7])=[CH:4][N:3]=1.[B:14]1([OH:24])[C:18]2[CH:19]=[CH:20][C:21]([OH:23])=[CH:22][C:17]=2[CH2:16][O:15]1.C(=O)([O-])[O-].[Cs+].[Cs+]. The catalyst is CN(C=O)C. The product is [OH:24][B:14]1[C:18]2[CH:19]=[CH:20][C:21]([O:23][C:2]3[C:9]([O:10][CH2:11][O:12][CH3:13])=[CH:8][C:5]([C:6]#[N:7])=[CH:4][N:3]=3)=[CH:22][C:17]=2[CH2:16][O:15]1. The yield is 0.400. (7) The reactants are [OH:1][C:2]1[CH:9]=[CH:8][C:5]([CH:6]=[O:7])=[CH:4][C:3]=1[CH3:10].C([O-])([O-])=O.[K+].[K+].Cl[C:18]1[CH:26]=[CH:25][C:21]([C:22]([NH2:24])=[O:23])=[CH:20][N:19]=1.O. The catalyst is CN(C=O)C. The product is [NH4+:19].[OH-:1].[CH:6]([C:5]1[CH:8]=[CH:9][C:2]([O:1][C:18]2[CH:26]=[CH:25][C:21]([C:22]([NH2:24])=[O:23])=[CH:20][N:19]=2)=[C:3]([CH3:10])[CH:4]=1)=[O:7]. The yield is 0.00700.